Task: Predict the reactants needed to synthesize the given product.. Dataset: Full USPTO retrosynthesis dataset with 1.9M reactions from patents (1976-2016) (1) The reactants are: [Cl:1][C:2]1[C:3]([C:10]2[CH:15]=[CH:14][C:13]([O:16]C(C)C)=[C:12]([CH3:20])[CH:11]=2)=[N:4][N:5]([CH3:9])[C:6]=1[O:7][CH3:8].S(=O)(=O)(O)O. Given the product [Cl:1][C:2]1[C:3]([C:10]2[CH:15]=[CH:14][C:13]([OH:16])=[C:12]([CH3:20])[CH:11]=2)=[N:4][N:5]([CH3:9])[C:6]=1[O:7][CH3:8], predict the reactants needed to synthesize it. (2) The reactants are: FC(F)(F)C(O)=O.[F:8][C:9]([F:52])([F:51])[C:10]1[CH:11]=[C:12]([CH:44]=[C:45]([C:47]([F:50])([F:49])[F:48])[CH:46]=1)[CH2:13][N:14]([C:38]1[N:39]=[N:40][N:41]([CH3:43])[N:42]=1)[C@H:15]1[CH2:21][CH2:20][CH2:19][N:18](C(OC(C)(C)C)=O)[C:17]2[CH:29]=[C:30]([C:34]([F:37])([F:36])[F:35])[C:31]([CH3:33])=[CH:32][C:16]1=2.C(=O)(O)[O-].[Na+]. Given the product [F:51][C:9]([F:8])([F:52])[C:10]1[CH:11]=[C:12]([CH:44]=[C:45]([C:47]([F:50])([F:48])[F:49])[CH:46]=1)[CH2:13][N:14]([C:38]1[N:39]=[N:40][N:41]([CH3:43])[N:42]=1)[C@H:15]1[CH2:21][CH2:20][CH2:19][NH:18][C:17]2[CH:29]=[C:30]([C:34]([F:35])([F:36])[F:37])[C:31]([CH3:33])=[CH:32][C:16]1=2, predict the reactants needed to synthesize it. (3) Given the product [CH3:1][O:2][C:3]1[CH:4]=[CH:5][C:6]([C:9]2[N:14]=[N:13][C:12]([CH2:15][CH2:16][CH2:17][CH2:18][C:19]3[CH:20]=[CH:21][C:22]([CH2:23][N:24]4[CH2:25][CH2:26][CH:27]([OH:30])[CH2:28][CH2:29]4)=[CH:31][CH:32]=3)=[CH:11][CH:10]=2)=[CH:7][CH:8]=1, predict the reactants needed to synthesize it. The reactants are: [CH3:1][O:2][C:3]1[CH:8]=[CH:7][C:6]([C:9]2[N:14]=[N:13][C:12]([C:15]#[C:16][CH2:17][CH2:18][C:19]3[CH:32]=[CH:31][C:22]([CH2:23][N:24]4[CH2:29][CH2:28][CH:27]([OH:30])[CH2:26][CH2:25]4)=[CH:21][CH:20]=3)=[CH:11][CH:10]=2)=[CH:5][CH:4]=1. (4) Given the product [CH2:23]1[O:25][C:7]2[C:2](=[N:3][C:4]([O:22][C:17]3[CH:18]=[CH:19][CH:20]=[CH:15][CH:16]=3)=[N:5][CH:6]=2)[O:24]1, predict the reactants needed to synthesize it. The reactants are: Cl[C:2]1[C:7](C(OCC)=O)=[CH:6][N:5]=[CH:4][N:3]=1.C1O[C:20]2[CH:19]=[CH:18][C:17]([OH:22])=[CH:16][C:15]=2O1.[C:23](=O)([O-:25])[O-:24].[Cs+].[Cs+].[H-].[Na+].